Dataset: Reaction yield outcomes from USPTO patents with 853,638 reactions. Task: Predict the reaction yield, written as a fraction of the theoretical maximum amount of product (1.0 means a 100% yield; for example, 0.34 means a 34% yield). (1) The reactants are [NH2:1][C:2]1([CH2:11][C:12]([O:14]CC)=O)[CH2:10][C:9]2[C:4](=[CH:5][CH:6]=[CH:7][CH:8]=2)[CH2:3]1.[CH2:17]([N:20]1[C:24]2[CH2:25][CH:26]([C:30]([O:32][CH2:33][CH3:34])=[O:31])[CH2:27][C:28](=O)[C:23]=2[N:22]=[C:21]1[CH3:35])[CH:18]=[CH2:19]. The catalyst is C1(C)C(C)=CC=CC=1.O.C1(C)C=CC(S(O)(=O)=O)=CC=1. The product is [CH2:17]([N:20]1[C:24]2[CH2:25][CH:26]([C:30]([O:32][CH2:33][CH3:34])=[O:31])[C:27]3[C:12](=[O:14])[CH2:11][C:2]4([NH:1][C:28]=3[C:23]=2[N:22]=[C:21]1[CH3:35])[CH2:3][C:4]1[C:9](=[CH:8][CH:7]=[CH:6][CH:5]=1)[CH2:10]4)[CH:18]=[CH2:19]. The yield is 0.210. (2) The reactants are [N+:1]([C:4]1[CH:5]=[CH:6][C:7]2[O:11][C:10]([C:12]3[CH:17]=[CH:16][C:15]([O:18][C:19]([F:22])([F:21])[F:20])=[CH:14][CH:13]=3)=[N:9][C:8]=2[CH:23]=1)([O-])=O.C([O-])=O.[NH4+]. The catalyst is C(O)C.[Pd]. The product is [F:22][C:19]([F:20])([F:21])[O:18][C:15]1[CH:16]=[CH:17][C:12]([C:10]2[O:11][C:7]3[CH:6]=[CH:5][C:4]([NH2:1])=[CH:23][C:8]=3[N:9]=2)=[CH:13][CH:14]=1. The yield is 0.560. (3) The reactants are [CH3:1][O:2][C:3](Cl)=[O:4].[NH2:6][C@@H:7]([CH:11]([CH3:13])[CH3:12])[C:8]([OH:10])=[O:9].[OH-].[Na+].C(=O)([O-])[O-].[Na+].[Na+]. The catalyst is O. The product is [CH3:1][O:2][C:3]([NH:6][C@@H:7]([CH:11]([CH3:13])[CH3:12])[C:8]([OH:10])=[O:9])=[O:4]. The yield is 0.930.